From a dataset of Full USPTO retrosynthesis dataset with 1.9M reactions from patents (1976-2016). Predict the reactants needed to synthesize the given product. (1) The reactants are: [N:1]([CH2:4][CH2:5][O:6][CH2:7][CH2:8][NH:9][C:10](=[O:16])[O:11][C:12]([CH3:15])([CH3:14])[CH3:13])=[N+]=[N-].[H][H]. Given the product [NH2:1][CH2:4][CH2:5][O:6][CH2:7][CH2:8][NH:9][C:10](=[O:16])[O:11][C:12]([CH3:14])([CH3:13])[CH3:15], predict the reactants needed to synthesize it. (2) Given the product [Br:18][C:19]1[CH:20]=[C:21]([C:22](=[O:23])[CH2:17][C:14]2[CH:15]=[CH:16][N:11]=[CH:12][CH:13]=2)[CH:26]=[CH:27][CH:28]=1, predict the reactants needed to synthesize it. The reactants are: [Li+].C[Si]([N-][Si](C)(C)C)(C)C.[N:11]1[CH:16]=[CH:15][C:14]([CH3:17])=[CH:13][CH:12]=1.[Br:18][C:19]1[CH:20]=[C:21]([CH:26]=[CH:27][CH:28]=1)[C:22](OC)=[O:23]. (3) Given the product [F:23][C:12]1[CH:13]=[N:14][C:15]2[C:20]([C:11]=1[CH2:9][CH2:10][N:3]1[CH2:4][C@H:5]3[C@H:1]([CH2:7][C@H:6]3[OH:8])[CH2:2]1)=[N:19][C:18]([O:21][CH3:22])=[CH:17][CH:16]=2, predict the reactants needed to synthesize it. The reactants are: [C@H:1]12[CH2:7][C@@H:6]([OH:8])[C@H:5]1[CH2:4][NH:3][CH2:2]2.[CH:9]([C:11]1[C:12]([F:23])=[CH:13][N:14]=[C:15]2[C:20]=1[N:19]=[C:18]([O:21][CH3:22])[CH:17]=[CH:16]2)=[CH2:10]. (4) Given the product [Br:24][C:9]1[N:5]([CH2:4][CH2:3][O:2][CH3:1])[C:6]([CH3:10])=[N:7][CH:8]=1, predict the reactants needed to synthesize it. The reactants are: [CH3:1][O:2][CH2:3][CH2:4][N:5]1[CH:9]=[CH:8][N:7]=[C:6]1[CH3:10].C(=O)([O-])[O-].[K+].[K+].C1C(=O)N([Br:24])C(=O)C1. (5) Given the product [N:26]1([C:31]2[CH:37]=[CH:36][C:34]([NH:35][C:14]([CH:15]3[C:16]4[C:17](=[CH:21][CH:22]=[CH:23][CH:24]=4)[C:18](=[O:20])[N:13]([CH2:12][CH2:11][O:10][CH3:9])[CH:7]3[C:5]3[S:6][C:2]([Cl:1])=[CH:3][CH:4]=3)=[O:25])=[CH:33][CH:32]=2)[CH:27]=[CH:28][CH:29]=[CH:30]1, predict the reactants needed to synthesize it. The reactants are: [Cl:1][C:2]1[S:6][C:5]([CH:7]=O)=[CH:4][CH:3]=1.[CH3:9][O:10][CH2:11][CH2:12][NH2:13].[C:14]1(=[O:25])[O:20][C:18](=O)[C:17]2=[CH:21][CH:22]=[CH:23][CH:24]=[C:16]2[CH2:15]1.[N:26]1([C:31]2[CH:37]=[CH:36][C:34]([NH2:35])=[CH:33][CH:32]=2)[CH:30]=[CH:29][CH:28]=[CH:27]1. (6) Given the product [Cl:20][C:5]1[C:6]([NH:8][C:9]2[C:18]([F:19])=[CH:17][CH:16]=[CH:15][C:10]=2[C:11]([NH:13][CH3:14])=[O:12])=[N:7][C:2]([NH:21][C:22]2[CH:35]=[CH:34][C:25]3[NH:26][C:27](=[O:33])[CH2:28][CH2:29][C:30]([CH3:32])([CH3:31])[C:24]=3[CH:23]=2)=[N:3][CH:4]=1, predict the reactants needed to synthesize it. The reactants are: Cl[C:2]1[N:7]=[C:6]([NH:8][C:9]2[C:18]([F:19])=[CH:17][CH:16]=[CH:15][C:10]=2[C:11]([NH:13][CH3:14])=[O:12])[C:5]([Cl:20])=[CH:4][N:3]=1.[NH2:21][C:22]1[CH:35]=[CH:34][C:25]2[NH:26][C:27](=[O:33])[CH2:28][CH2:29][C:30]([CH3:32])([CH3:31])[C:24]=2[CH:23]=1.CC1(C)[C@]2(CS(O)(=O)=O)C(C[C@H]1CC2)=O. (7) The reactants are: [SH:1][CH2:2][C:3]([O:5][CH2:6][CH3:7])=[O:4].[H-].[Na+].CC1C=CC(S(O[CH2:21][CH2:22][NH:23][C:24]([O:26][C:27]([CH3:30])([CH3:29])[CH3:28])=[O:25])(=O)=O)=CC=1. Given the product [C:27]([O:26][C:24]([NH:23][CH2:22][CH2:21][S:1][CH2:2][C:3]([O:5][CH2:6][CH3:7])=[O:4])=[O:25])([CH3:30])([CH3:29])[CH3:28], predict the reactants needed to synthesize it. (8) Given the product [Br:1][C:2]1[CH:7]=[CH:6][CH:5]=[CH:4][C:3]=1[S:8][CH2:21][CH:22]=[C:23]([CH3:25])[CH3:24], predict the reactants needed to synthesize it. The reactants are: [Br:1][C:2]1[CH:7]=[CH:6][CH:5]=[CH:4][C:3]=1[SH:8].CN(C=O)C.C(=O)([O-])[O-].[K+].[K+].Br[CH2:21][CH:22]=[C:23]([CH3:25])[CH3:24]. (9) Given the product [NH:15]1[CH2:16][CH2:17][CH:12]([N:11]2[C:10]3[CH:23]=[C:24]([C:27]([F:29])([F:28])[F:30])[CH:25]=[CH:26][C:9]=3[NH:8][C:7]2=[O:6])[CH2:13][CH2:14]1, predict the reactants needed to synthesize it. The reactants are: I[Si](C)(C)C.[O:6]=[C:7]1[N:11]([CH:12]2[CH2:17][CH2:16][N:15](C(OCC)=O)[CH2:14][CH2:13]2)[C:10]2[CH:23]=[C:24]([C:27]([F:30])([F:29])[F:28])[CH:25]=[CH:26][C:9]=2[NH:8]1.CO.